From a dataset of Peptide-MHC class I binding affinity with 185,985 pairs from IEDB/IMGT. Regression. Given a peptide amino acid sequence and an MHC pseudo amino acid sequence, predict their binding affinity value. This is MHC class I binding data. (1) The peptide sequence is DIKDTKEAL. The MHC is HLA-A26:01 with pseudo-sequence HLA-A26:01. The binding affinity (normalized) is 0.0847. (2) The peptide sequence is RWRWFRAAM. The MHC is HLA-B83:01 with pseudo-sequence HLA-B83:01. The binding affinity (normalized) is 0.213. (3) The peptide sequence is FHKKRVEPL. The MHC is HLA-A01:01 with pseudo-sequence HLA-A01:01. The binding affinity (normalized) is 0.0847. (4) The peptide sequence is CKSKNPLLY. The MHC is HLA-A26:01 with pseudo-sequence HLA-A26:01. The binding affinity (normalized) is 0. (5) The peptide sequence is YVFPVIFSK. The MHC is Mamu-A02 with pseudo-sequence Mamu-A02. The binding affinity (normalized) is 0.0223. (6) The peptide sequence is TYLYNKYSF. The MHC is HLA-C14:02 with pseudo-sequence HLA-C14:02. The binding affinity (normalized) is 0.619. (7) The peptide sequence is SDYLELDTI. The MHC is HLA-B44:02 with pseudo-sequence HLA-B44:02. The binding affinity (normalized) is 0.159. (8) The peptide sequence is FSSPPSYF. The MHC is Mamu-A02 with pseudo-sequence Mamu-A02. The binding affinity (normalized) is 0.649.